This data is from Full USPTO retrosynthesis dataset with 1.9M reactions from patents (1976-2016). The task is: Predict the reactants needed to synthesize the given product. (1) Given the product [NH2:12][C@H:10]([C:6]1[CH:5]=[C:4]([CH:9]=[CH:8][CH:7]=1)[NH2:1])[CH3:11], predict the reactants needed to synthesize it. The reactants are: [N+:1]([C:4]1[CH:5]=[C:6]([C@@H:10]([NH2:12])[CH3:11])[CH:7]=[CH:8][CH:9]=1)([O-])=O.[H][H]. (2) Given the product [CH2:30]([O:29][P:28]1(=[O:32])[CH:22]=[C:23]([CH2:11][CH2:6][CH2:7][CH3:8])[CH:24]=[C:25]([CH2:26][CH2:27][CH2:34][CH3:35])[O:33]1)[CH3:31], predict the reactants needed to synthesize it. The reactants are: CC(P(C(C)(C)C)[C:6]1[C:11]([C:6]2[CH:11]=CC=[CH:8][CH:7]=2)=CC=[CH:8][CH:7]=1)(C)C.[C:22]([P:28](=[O:33])([OH:32])[O:29][CH2:30][CH3:31])#[C:23][CH2:24][CH2:25][CH2:26][CH3:27].[CH:34]#[C:35]CCCC. (3) Given the product [Cl:22][C:19]1[CH:20]=[CH:21][C:16]([CH2:15][CH2:14][N:13]2[C:6]3[N:7]=[C:8]([C:11]#[N:12])[N:9]=[CH:10][C:5]=3[CH:4]=[C:3]2[CH2:2][O:32][C:31]2[CH:30]=[CH:29][C:26]([CH:27]=[O:28])=[CH:25][C:24]=2[F:23])=[CH:17][CH:18]=1, predict the reactants needed to synthesize it. The reactants are: Br[CH2:2][C:3]1[N:13]([CH2:14][CH2:15][C:16]2[CH:21]=[CH:20][C:19]([Cl:22])=[CH:18][CH:17]=2)[C:6]2[N:7]=[C:8]([C:11]#[N:12])[N:9]=[CH:10][C:5]=2[CH:4]=1.[F:23][C:24]1[CH:25]=[C:26]([CH:29]=[CH:30][C:31]=1[OH:32])[CH:27]=[O:28].C(=O)([O-])[O-].[K+].[K+].